Predict the reactants needed to synthesize the given product. From a dataset of Retrosynthesis with 50K atom-mapped reactions and 10 reaction types from USPTO. (1) Given the product Cc1ccc(OC(F)(F)C(F)F)cc1, predict the reactants needed to synthesize it. The reactants are: Cc1ccc(O)cc1.FC(F)=C(F)F. (2) Given the product O=C(Nc1ccc(F)cc1)c1cc([N+](=O)[O-])cc2c(O)nc(Nc3ccc(F)c(C(F)(F)F)c3)nc12, predict the reactants needed to synthesize it. The reactants are: Nc1ccc(F)c(C(F)(F)F)c1.O=C(Nc1ccc(F)cc1)c1cc([N+](=O)[O-])cc2c(O)nc(Cl)nc12. (3) Given the product O=S(=O)(c1cccc(CCCCOCCCCCCNC[C@H](O)c2ccc(O)c(F)c2)c1)C1CCCC1, predict the reactants needed to synthesize it. The reactants are: O=S(=O)(c1cccc(CCCCOCCCCCCNC[C@H](O)c2ccc(OCc3ccccc3)c(F)c2)c1)C1CCCC1. (4) Given the product CC(C)(C)OC(=O)NC1CCCCCC=CC2CC2(C(=O)NS(=O)(=O)C2CC2)NC(=O)C2CC(OC(=O)c3ccc(F)cc3)CN2C1=O, predict the reactants needed to synthesize it. The reactants are: CC(C)(C)OC(=O)NC1CCCCCC=CC2CC2(C(=O)NS(=O)(=O)C2CC2)NC(=O)C2CC(O)CN2C1=O.O=C(Cl)c1ccc(F)cc1. (5) Given the product C[C@H](CCC(=O)O)[C@H]1CC[C@H]2[C@@H]3CC[C@@H]4CC(=O)CC[C@]4(C)[C@H]3C[C@H](O)[C@@]21C, predict the reactants needed to synthesize it. The reactants are: C[C@H](CCC(=O)O)[C@H]1CC[C@H]2[C@@H]3CC[C@@H]4C[C@H](O)CC[C@]4(C)[C@H]3C[C@H](O)[C@@]21C.